From a dataset of Reaction yield outcomes from USPTO patents with 853,638 reactions. Predict the reaction yield, written as a fraction of the theoretical maximum amount of product (1.0 means a 100% yield; for example, 0.34 means a 34% yield). (1) The reactants are [Br:1][C:2]1[CH:7]=[CH:6][CH:5]=[C:4]([C:8]#[CH:9])[CH:3]=1.[Cl:10][C:11]1[CH:16]=[C:15](I)[CH:14]=[CH:13][N:12]=1. The catalyst is O1CCCC1.C(N(CC)CC)C.[Cu]I. The product is [Br:1][C:2]1[CH:3]=[C:4]([C:8]#[C:9][C:15]2[CH:14]=[CH:13][N:12]=[C:11]([Cl:10])[CH:16]=2)[CH:5]=[CH:6][CH:7]=1. The yield is 0.890. (2) The reactants are [CH3:1][CH:2]([CH2:11][CH2:12]O)[CH2:3][CH2:4][C:5]1[CH:10]=[CH:9][CH:8]=[CH:7][CH:6]=1.C1(P(C2C=CC=CC=2)C2C=CC=CC=2)C=CC=CC=1.N1C=CC=CC=1.[I:39]I.Cl. The catalyst is ClCCl. The product is [I:39][CH2:12][CH2:11][CH:2]([CH3:1])[CH2:3][CH2:4][C:5]1[CH:10]=[CH:9][CH:8]=[CH:7][CH:6]=1. The yield is 0.880.